This data is from TCR-epitope binding with 47,182 pairs between 192 epitopes and 23,139 TCRs. The task is: Binary Classification. Given a T-cell receptor sequence (or CDR3 region) and an epitope sequence, predict whether binding occurs between them. The epitope is GTHWFVTQR. The TCR CDR3 sequence is CASSPMAEAFF. Result: 0 (the TCR does not bind to the epitope).